Predict the product of the given reaction. From a dataset of Forward reaction prediction with 1.9M reactions from USPTO patents (1976-2016). (1) The product is: [OH:2][CH2:1][C:3]1[N:4]([CH2:12][O:13][CH2:14][CH2:15][Si:16]([CH3:17])([CH3:19])[CH3:18])[CH:5]=[C:6]([C:8]([O:10][CH3:11])=[O:9])[N:7]=1. Given the reactants [CH:1]([C:3]1[N:4]([CH2:12][O:13][CH2:14][CH2:15][Si:16]([CH3:19])([CH3:18])[CH3:17])[CH:5]=[C:6]([C:8]([O:10][CH3:11])=[O:9])[N:7]=1)=[O:2].[BH4-].[Na+], predict the reaction product. (2) The product is: [CH3:25][C:19]([CH3:26])([CH2:18][CH2:17][CH2:16][CH2:15][CH:14]([OH:27])[CH2:13][CH2:12][CH2:11][CH2:10][C:9]([CH3:29])([CH3:28])[CH2:8][OH:7])[CH2:20][OH:21]. Given the reactants [BH4-].[Li+].CO.C([O:7][C:8](=O)[C:9]([CH3:29])([CH3:28])[CH2:10][CH2:11][CH2:12][CH2:13][C:14](=[O:27])[CH2:15][CH2:16][CH2:17][CH2:18][C:19]([CH3:26])([CH3:25])[C:20](OCC)=[O:21])C.[Cl-].[NH4+], predict the reaction product. (3) Given the reactants [CH3:1][O:2][C@@H:3]([C@@H:24]1[CH2:28][CH2:27][CH2:26][NH:25]1)[C@@H:4]([CH3:23])[C:5]([NH:7][C@H:8]([C:16]([O:18][C:19]([CH3:22])([CH3:21])[CH3:20])=[O:17])[CH2:9][C:10]1[CH:15]=[CH:14][CH:13]=[CH:12][CH:11]=1)=[O:6].[CH:29]1[C:41]2[CH:40]([CH2:42][O:43][C:44]([NH:46][C:47]([CH3:72])([C:49]([NH:51][C@H:52]([C:56]([N:58]([C@@H:60]([C@@H:68]([CH3:71])[CH2:69][CH3:70])[C@H:61]([O:66][CH3:67])[CH2:62][C:63](O)=[O:64])[CH3:59])=[O:57])[CH:53]([CH3:55])[CH3:54])=[O:50])[CH3:48])=[O:45])[C:39]3[C:34](=[CH:35][CH:36]=[CH:37][CH:38]=3)[C:33]=2[CH:32]=[CH:31][CH:30]=1.CN(C(ON1N=NC2C=CC=NC1=2)=[N+](C)C)C.F[P-](F)(F)(F)(F)F.CCN(C(C)C)C(C)C, predict the reaction product. The product is: [CH:29]1[C:41]2[CH:40]([CH2:42][O:43][C:44]([NH:46][C:47]([CH3:72])([C:49]([NH:51][C@H:52]([C:56]([N:58]([C@@H:60]([C@@H:68]([CH3:71])[CH2:69][CH3:70])[C@H:61]([O:66][CH3:67])[CH2:62][C:63]([N:25]3[CH2:26][CH2:27][CH2:28][C@H:24]3[C@H:3]([O:2][CH3:1])[C@@H:4]([CH3:23])[C:5]([NH:7][C@@H:8]([CH2:9][C:10]3[CH:11]=[CH:12][CH:13]=[CH:14][CH:15]=3)[C:16]([O:18][C:19]([CH3:22])([CH3:21])[CH3:20])=[O:17])=[O:6])=[O:64])[CH3:59])=[O:57])[CH:53]([CH3:55])[CH3:54])=[O:50])[CH3:48])=[O:45])[C:39]3[C:34](=[CH:35][CH:36]=[CH:37][CH:38]=3)[C:33]=2[CH:32]=[CH:31][CH:30]=1. (4) The product is: [CH:1]([C:4]1[N:8]([C:9]2[N:17]=[C:16]3[C:12]([N:13]=[C:14]([C:19]4([O:25][CH3:26])[CH2:24][CH2:23][CH2:22][N:21]([CH2:38][C:39]([NH2:41])=[O:40])[CH2:20]4)[N:15]3[CH3:18])=[C:11]([N:27]3[CH2:28][CH2:29][O:30][CH2:31][CH2:32]3)[N:10]=2)[C:7]2[CH:33]=[CH:34][CH:35]=[CH:36][C:6]=2[N:5]=1)([CH3:3])[CH3:2]. Given the reactants [CH:1]([C:4]1[N:8]([C:9]2[N:17]=[C:16]3[C:12]([N:13]=[C:14]([C:19]4([O:25][CH3:26])[CH2:24][CH2:23][CH2:22][NH:21][CH2:20]4)[N:15]3[CH3:18])=[C:11]([N:27]3[CH2:32][CH2:31][O:30][CH2:29][CH2:28]3)[N:10]=2)[C:7]2[CH:33]=[CH:34][CH:35]=[CH:36][C:6]=2[N:5]=1)([CH3:3])[CH3:2].Br[CH2:38][C:39]([NH2:41])=[O:40].[I-].[Na+].C([O-])([O-])=O.[K+].[K+], predict the reaction product. (5) Given the reactants [CH2:1]([O:3][C:4]1[CH:5]=[C:6]([CH:9]=[CH:10][C:11]=1[O:12][CH2:13][CH3:14])[C:7]#[N:8])[CH3:2].C(N)(=[S:17])C, predict the reaction product. The product is: [CH2:1]([O:3][C:4]1[CH:5]=[C:6]([CH:9]=[CH:10][C:11]=1[O:12][CH2:13][CH3:14])[C:7]([NH2:8])=[S:17])[CH3:2]. (6) Given the reactants CC([O-])(C)C.[K+].[C:7]([O:11][C:12]([N:14]1[CH2:19][CH2:18][CH:17]([CH2:20][SH:21])[CH2:16][CH2:15]1)=[O:13])([CH3:10])([CH3:9])[CH3:8].Br.Br[CH2:24][C:25]([C:27]1[CH:32]=[CH:31][N:30]=[CH:29][CH:28]=1)=[O:26], predict the reaction product. The product is: [C:7]([O:11][C:12]([N:14]1[CH2:19][CH2:18][CH:17]([CH2:20][S:21][CH2:24][C:25](=[O:26])[C:27]2[CH:32]=[CH:31][N:30]=[CH:29][CH:28]=2)[CH2:16][CH2:15]1)=[O:13])([CH3:10])([CH3:9])[CH3:8].